From a dataset of Full USPTO retrosynthesis dataset with 1.9M reactions from patents (1976-2016). Predict the reactants needed to synthesize the given product. (1) Given the product [C:43]([O:47][C:48]([NH:49][CH2:50][CH2:51][CH2:52][CH2:53][CH2:54][CH2:55][NH:56][C:6]([CH2:5][S:4][C:1](=[O:3])[CH3:2])=[O:8])=[O:57])([CH3:46])([CH3:45])[CH3:44], predict the reactants needed to synthesize it. The reactants are: [C:1]([S:4][CH2:5][C:6]([OH:8])=O)(=[O:3])[CH3:2].CN(C(ON1N=NC2C=CC=NC1=2)=[N+](C)C)C.F[P-](F)(F)(F)(F)F.CCN(C(C)C)C(C)C.Cl.[C:43]([O:47][C:48](=[O:57])[NH:49][CH2:50][CH2:51][CH2:52][CH2:53][CH2:54][CH2:55][NH2:56])([CH3:46])([CH3:45])[CH3:44]. (2) The reactants are: [CH:1]1([C:4](Cl)=[O:5])[CH2:3][CH2:2]1.[C:7]([O:11][C:12]([N:14]1[CH2:19][CH2:18][NH:17][CH2:16][CH2:15]1)=[O:13])([CH3:10])([CH3:9])[CH3:8].C(=O)([O-])[O-].[K+].[K+]. Given the product [CH:1]1([C:4]([N:17]2[CH2:16][CH2:15][N:14]([C:12]([O:11][C:7]([CH3:10])([CH3:9])[CH3:8])=[O:13])[CH2:19][CH2:18]2)=[O:5])[CH2:3][CH2:2]1, predict the reactants needed to synthesize it. (3) Given the product [C:46]1([S:52]([C:55]2[CH:60]=[CH:59][C:58]([CH2:61][NH:62][C:10]([C:8]3[CH:9]=[C:4]4[CH:3]=[N:2][NH:1][C:5]4=[N:6][CH:7]=3)=[O:12])=[CH:57][CH:56]=2)(=[O:53])=[O:54])[CH:51]=[CH:50][CH:49]=[CH:48][CH:47]=1, predict the reactants needed to synthesize it. The reactants are: [NH:1]1[C:5]2=[N:6][CH:7]=[C:8]([C:10]([OH:12])=O)[CH:9]=[C:4]2[CH:3]=[N:2]1.CN(C(ON1N=NC2C=CC=NC1=2)=[N+](C)C)C.F[P-](F)(F)(F)(F)F.C(N(C(C)C)CC)(C)C.[C:46]1([S:52]([C:55]2[CH:60]=[CH:59][C:58]([CH2:61][NH2:62])=[CH:57][CH:56]=2)(=[O:54])=[O:53])[CH:51]=[CH:50][CH:49]=[CH:48][CH:47]=1. (4) Given the product [Cl:12][C:13]1[S:16][N:10]=[C:9]([C:6]2[CH:7]=[CH:8][C:3]([CH3:2])=[CH:4][CH:5]=2)[N:11]=1, predict the reactants needed to synthesize it. The reactants are: Cl.[CH3:2][C:3]1[CH:8]=[CH:7][C:6]([C:9](=[NH:11])[NH2:10])=[CH:5][CH:4]=1.[Cl:12][C:13]([SH:16])(Cl)Cl.[OH-].[Na+]. (5) Given the product [CH3:44][O:43][C:42]1[CH:41]=[CH:40][C:39]2[NH:38][C:37](=[O:45])[C:36]3[S:46][CH:47]=[CH:48][C:35]=3[C:34]=2[C:33]=1[C:2]1[CH:7]=[CH:6][C:5]([NH:8][S:9]([CH3:12])(=[O:11])=[O:10])=[C:4]([CH3:13])[CH:3]=1, predict the reactants needed to synthesize it. The reactants are: Br[C:2]1[CH:7]=[CH:6][C:5]([NH:8][S:9]([CH3:12])(=[O:11])=[O:10])=[C:4]([CH3:13])[CH:3]=1.B1(B2OC(C)(C)C(C)(C)O2)OC(C)(C)C(C)(C)O1.Br[C:33]1[C:34]2[C:35]3[CH:48]=[CH:47][S:46][C:36]=3[C:37](=[O:45])[NH:38][C:39]=2[CH:40]=[CH:41][C:42]=1[O:43][CH3:44]. (6) Given the product [CH:25]1([CH2:24][CH2:23][C:12]2[CH:13]=[C:14]([OH:15])[C:9](=[O:8])[NH:10][N:11]=2)[CH2:29][CH2:28][CH2:27][CH2:26]1, predict the reactants needed to synthesize it. The reactants are: C([O:8][C:9]1[N:10]=[N:11][C:12]([C:23]#[C:24][CH:25]2[CH2:29][CH2:28][CH2:27][CH2:26]2)=[CH:13][C:14]=1[O:15]CC1C=CC=CC=1)C1C=CC=CC=1. (7) Given the product [CH2:27]([O:26][C:24]([N:19]1[CH2:20][CH2:21][N:16]([C:8]2[C:9]3[CH:15]=[CH:14][CH:13]=[CH:12][C:10]=3[NH:11][C:5]3[CH:4]=[CH:3][C:2]([Cl:1])=[CH:22][C:6]=3[N:7]=2)[CH2:17][CH2:18]1)=[O:25])[CH2:28][CH2:29][CH2:30][CH2:31][CH2:32][CH2:33][CH3:34], predict the reactants needed to synthesize it. The reactants are: [Cl:1][C:2]1[CH:3]=[CH:4][C:5]2[NH:11][C:10]3[CH:12]=[CH:13][CH:14]=[CH:15][C:9]=3[C:8]([N:16]3[CH2:21][CH2:20][NH:19][CH2:18][CH2:17]3)=[N:7][C:6]=2[CH:22]=1.Cl[C:24]([O:26][CH2:27][CH2:28][CH2:29][CH2:30][CH2:31][CH2:32][CH2:33][CH3:34])=[O:25].